This data is from Catalyst prediction with 721,799 reactions and 888 catalyst types from USPTO. The task is: Predict which catalyst facilitates the given reaction. Reactant: C1(C2[N:8]=[C:7]([C:9]3[C:10]4[CH2:28]CCC[C:11]=4[S:12][C:13]=3[NH:14]C(N3CCC[C@@H]3C(O)=O)=O)ON=2)CC1.[F:29][C:30]([F:39])([F:38])[CH:31]1[CH2:36][CH2:35][C:34](=O)[CH2:33][CH2:32]1.CC1N=C(CC#N)SC=1. Product: [CH3:28][C:10]1[N:14]=[C:13]([C:9](=[C:34]2[CH2:35][CH2:36][CH:31]([C:30]([F:39])([F:38])[F:29])[CH2:32][CH2:33]2)[C:7]#[N:8])[S:12][CH:11]=1. The catalyst class is: 828.